This data is from Retrosynthesis with 50K atom-mapped reactions and 10 reaction types from USPTO. The task is: Predict the reactants needed to synthesize the given product. (1) Given the product CC(C)(C)OC(=O)NC1=N[C@](C)(c2cccc(-c3cncnc3)c2)C[C@@H](CO)S1, predict the reactants needed to synthesize it. The reactants are: CC(C)(C)OC(=O)NC1=N[C@](C)(c2cccc(Br)c2)C[C@@H](CO)S1.OB(O)c1cncnc1. (2) Given the product O=C(CCc1ccccc1)OCC=CCOC(=O)c1ccccc1, predict the reactants needed to synthesize it. The reactants are: O=C(Cl)CCc1ccccc1.O=C(OCC=CCO)c1ccccc1. (3) Given the product CCCCCCN(C(C)=O)c1nc(C)no1, predict the reactants needed to synthesize it. The reactants are: CC(=O)OC(C)=O.CCCCCCNc1nc(C)no1. (4) Given the product O=C(Oc1ccc([N+](=O)[O-])cc1)N1CCN(c2ccc(F)cc2F)CC1, predict the reactants needed to synthesize it. The reactants are: Fc1ccc(N2CCNCC2)c(F)c1.O=C(Cl)Oc1ccc([N+](=O)[O-])cc1. (5) Given the product CCOC(=O)CCc1cncc(Cl)c1, predict the reactants needed to synthesize it. The reactants are: CCOC(=O)/C=C/c1cncc(Cl)c1. (6) The reactants are: Nc1cc(Cl)ccc1[N+](=O)[O-]. Given the product Nc1ccc(Cl)cc1N, predict the reactants needed to synthesize it. (7) Given the product Cc1cccc(CCNCC2CC2)c1, predict the reactants needed to synthesize it. The reactants are: Cc1cccc(CCN)c1.O=CC1CC1. (8) Given the product Cc1csc2c1c(OCOC(=O)C(C)(C)C)c(C(=O)N(C)c1ccccc1)c(=O)n2C, predict the reactants needed to synthesize it. The reactants are: CC(C)(C)C(=O)OCCl.Cc1csc2c1c(O)c(C(=O)N(C)c1ccccc1)c(=O)n2C. (9) Given the product CON=C(C(=O)NC1C(=O)N2C(C(=O)OC(c3ccccc3)c3ccccc3)=C(C)CSC12)c1csc(NC(c2ccccc2)(c2ccccc2)c2ccccc2)n1, predict the reactants needed to synthesize it. The reactants are: CC1=C(C(=O)OC(c2ccccc2)c2ccccc2)N2C(=O)C(N)C2SC1.CON=C(C(=O)OC(=O)C(=NOC)c1csc(NC(c2ccccc2)(c2ccccc2)c2ccccc2)n1)c1csc(NC(c2ccccc2)(c2ccccc2)c2ccccc2)n1.